Dataset: Forward reaction prediction with 1.9M reactions from USPTO patents (1976-2016). Task: Predict the product of the given reaction. (1) Given the reactants [CH2:1]([N:5]1[CH2:10][CH2:9][CH2:8][CH2:7][CH:6]1[C:11]([NH2:13])=O)[CH:2]([CH3:4])[CH3:3].[H-].[Al+3].[Li+].[H-].[H-].[H-], predict the reaction product. The product is: [CH2:1]([N:5]1[CH2:10][CH2:9][CH2:8][CH2:7][CH:6]1[CH2:11][NH2:13])[CH:2]([CH3:4])[CH3:3]. (2) Given the reactants [CH2:1]([CH:5]1[CH2:9][NH:8]C(=O)[C@H:6]1[C:11]([OH:13])=[O:12])[CH:2]([CH3:4])[CH3:3].Cl.O, predict the reaction product. The product is: [CH3:4][CH:2]([CH2:1][C@H:5]([CH2:9][NH2:8])[CH2:6][C:11]([OH:13])=[O:12])[CH3:3].